The task is: Predict the reactants needed to synthesize the given product.. This data is from Full USPTO retrosynthesis dataset with 1.9M reactions from patents (1976-2016). (1) Given the product [CH3:1][C:2]1[C:10]([N+:11]([O-:13])=[O:12])=[CH:9][C:5]([C:6]([O:8][CH3:21])=[O:7])=[CH:4][C:3]=1[N+:14]([O-:16])=[O:15], predict the reactants needed to synthesize it. The reactants are: [CH3:1][C:2]1[C:10]([N+:11]([O-:13])=[O:12])=[CH:9][C:5]([C:6]([OH:8])=[O:7])=[CH:4][C:3]=1[N+:14]([O-:16])=[O:15].S(Cl)(Cl)=O.[CH3:21]O. (2) Given the product [CH:14]([C:11]1[CH:12]=[CH:13][C:8]([C:6]2[CH:7]=[C:2]([C:26]3[CH:27]=[C:22]([CH:23]=[CH:24][CH:25]=3)[C:17]([O:19][CH2:20][CH3:21])=[O:18])[CH:3]=[N:4][CH:5]=2)=[CH:9][CH:10]=1)([CH3:16])[CH3:15], predict the reactants needed to synthesize it. The reactants are: Br[C:2]1[CH:3]=[N:4][CH:5]=[C:6]([C:8]2[CH:13]=[CH:12][C:11]([CH:14]([CH3:16])[CH3:15])=[CH:10][CH:9]=2)[CH:7]=1.[C:17]([C:22]1[CH:23]=[C:24](B(O)O)[CH:25]=[CH:26][CH:27]=1)([O:19][CH2:20][CH3:21])=[O:18].C(=O)([O-])[O-].[Na+].[Na+]. (3) The reactants are: [CH3:1][N:2]([CH3:28])[CH:3]1[CH2:7][CH2:6][N:5]([C@H:8]2[CH2:11][C@H:10]([O:12][C:13]3[CH:18]=[CH:17][C:16]([C:19]4[S:20][C:21]5[CH2:22][NH:23][CH2:24][CH2:25][C:26]=5[N:27]=4)=[CH:15][CH:14]=3)[CH2:9]2)[CH2:4]1.[C:29](OC(=O)C)(=[O:31])[CH3:30]. Given the product [C:29]([N:23]1[CH2:24][CH2:25][C:26]2[N:27]=[C:19]([C:16]3[CH:17]=[CH:18][C:13]([O:12][C@H:10]4[CH2:9][C@H:8]([N:5]5[CH2:6][CH2:7][CH:3]([N:2]([CH3:28])[CH3:1])[CH2:4]5)[CH2:11]4)=[CH:14][CH:15]=3)[S:20][C:21]=2[CH2:22]1)(=[O:31])[CH3:30], predict the reactants needed to synthesize it.